Dataset: Full USPTO retrosynthesis dataset with 1.9M reactions from patents (1976-2016). Task: Predict the reactants needed to synthesize the given product. (1) Given the product [CH2:1]([O:8][C:9]1[CH:14]=[CH:13][C:12]([C:20]2([OH:23])[CH2:21][CH2:22][O:17][CH2:18][CH2:19]2)=[CH:11][CH:10]=1)[C:2]1[CH:7]=[CH:6][CH:5]=[CH:4][CH:3]=1, predict the reactants needed to synthesize it. The reactants are: [CH2:1]([O:8][C:9]1[CH:14]=[CH:13][C:12](Br)=[CH:11][CH:10]=1)[C:2]1[CH:7]=[CH:6][CH:5]=[CH:4][CH:3]=1.[Mg].[O:17]1[CH2:22][CH2:21][C:20](=[O:23])[CH2:19][CH2:18]1. (2) Given the product [C:9]1([CH3:10])[CH:8]=[CH:13][CH:12]=[CH:16][CH:17]=1.[NH2:1][C@@H:2]1[CH2:7][CH2:6][CH2:5][N:4]([C:8]2[C:13]([Br:14])=[CH:12][N:11]=[C:10]3[NH:15][CH:16]=[C:17]([NH:18][C:19]([CH:21]4[CH2:22][CH2:23]4)=[O:20])[C:9]=23)[CH2:3]1, predict the reactants needed to synthesize it. The reactants are: [NH2:1][C@@H:2]1[CH2:7][CH2:6][CH2:5][N:4]([C:8]2[C:13]([Br:14])=[CH:12][N:11]=[C:10]3[NH:15][CH:16]=[C:17]([NH:18][C:19]([CH:21]4[CH2:23][CH2:22]4)=[O:20])[C:9]=23)[CH2:3]1. (3) Given the product [CH:1]1([C:4]2[CH:5]=[C:6]([C@@H:16]([CH2:20][C@H:21]3[CH2:25][CH2:24][C:23](=[O:26])[CH2:22]3)[C:17]([NH:34][C:52]3[CH:51]=[N:50][C:49]([O:48][CH2:47][C:46]([O:45][CH2:44][C:43]4[CH:60]=[CH:61][C:40]([O:39][CH3:38])=[CH:41][CH:42]=4)([CH3:59])[CH3:58])=[CH:54][N:53]=3)=[O:19])[CH:7]=[CH:8][C:9]=2[S:10]([CH:13]2[CH2:14][CH2:15]2)(=[O:11])=[O:12])[CH2:2][CH2:3]1, predict the reactants needed to synthesize it. The reactants are: [CH:1]1([C:4]2[CH:5]=[C:6]([C@@H:16]([CH2:20][C@H:21]3[CH2:25][CH2:24][C:23](=[O:26])[CH2:22]3)[C:17]([OH:19])=O)[CH:7]=[CH:8][C:9]=2[S:10]([CH:13]2[CH2:15][CH2:14]2)(=[O:12])=[O:11])[CH2:3][CH2:2]1.C(Cl)(=O)C(Cl)=O.C[N:34](C=O)C.[CH3:38][O:39][C:40]1[CH:61]=[CH:60][C:43]([CH2:44][O:45][C:46]([CH3:59])([CH3:58])[CH2:47][O:48][C:49]2[N:50]=[CH:51][C:52](C(N)=O)=[N:53][CH:54]=2)=[CH:42][CH:41]=1. (4) Given the product [CH2:1]([N:3]([CH2:14][C:15]1[NH:19][C:18]2[CH:20]=[CH:21][C:22]([C:24]([NH:26][C@H:27]([C:42]([O:41][CH3:40])=[O:43])[CH2:28][C:29]3[N:30]=[CH:31][NH:32][CH:33]=3)=[O:25])=[CH:23][C:17]=2[N:16]=1)[CH:4]1[C:13]2[N:12]=[CH:11][CH:10]=[CH:9][C:8]=2[CH2:7][CH2:6][CH2:5]1)[CH3:2], predict the reactants needed to synthesize it. The reactants are: [CH2:1]([N:3]([CH2:14][C:15]1[NH:19][C:18]2[CH:20]=[CH:21][C:22]([C:24]([NH:26][CH2:27][CH2:28][C:29]3[N:30]=[CH:31][NH:32][CH:33]=3)=[O:25])=[CH:23][C:17]=2[N:16]=1)[CH:4]1[C:13]2[N:12]=[CH:11][CH:10]=[CH:9][C:8]=2[CH2:7][CH2:6][CH2:5]1)[CH3:2].FC1[C:40]([O:41][C:42](C2C=CC3NC(CN(CC)C4C5N=CC=CC=5CCC4)=NC=3C=2)=[O:43])=C(F)C(F)=C(F)C=1F.COC(=O)[C@H](CC1N=CNC=1)N. (5) Given the product [CH2:13]([C:17]1[CH:18]=[CH:19][C:20]([C:23]2[CH:28]=[CH:27][C:26]3[C:6]4[CH2:5][C:4]5[C:8](=[CH:9][CH:10]=[C:2]([NH2:1])[CH:3]=5)[C:7]=4[NH:29][C:25]=3[C:24]=2[F:31])=[CH:21][CH:22]=1)[CH2:14][CH2:15][CH3:16], predict the reactants needed to synthesize it. The reactants are: [NH2:1][C:2]1[CH:3]=[C:4]2[C:8](=[CH:9][CH:10]=1)[C:7](=O)[CH2:6][CH2:5]2.Cl.[CH2:13]([C:17]1[CH:22]=[CH:21][C:20]([C:23]2[CH:28]=[CH:27][CH:26]=[C:25]([NH:29]N)[C:24]=2[F:31])=[CH:19][CH:18]=1)[CH2:14][CH2:15][CH3:16]. (6) Given the product [CH3:1][O:2][C:3]1[CH:4]=[CH:5][C:6]([N:9]2[C:13]([C:14]3[CH:19]=[CH:18][C:17]([O:20][CH3:21])=[CH:16][CH:15]=3)=[N:12][C:11]([O:22][CH2:25][C:26]3[N:27]=[CH:28][S:29][CH:30]=3)=[N:10]2)=[CH:7][CH:8]=1, predict the reactants needed to synthesize it. The reactants are: [CH3:1][O:2][C:3]1[CH:8]=[CH:7][C:6]([N:9]2[C:13]([C:14]3[CH:19]=[CH:18][C:17]([O:20][CH3:21])=[CH:16][CH:15]=3)=[N:12][C:11]([OH:22])=[N:10]2)=[CH:5][CH:4]=1.Cl.Cl[CH2:25][C:26]1[N:27]=[CH:28][S:29][CH:30]=1.